From a dataset of Forward reaction prediction with 1.9M reactions from USPTO patents (1976-2016). Predict the product of the given reaction. (1) Given the reactants [I:1][Si](C)(C)C.[Br:6][C:7]1[CH:8]=[C:9]2[C:14]([NH:15][C@@H:16]3[CH2:20][N:19](C(OCC4C=CC=CC=4)=O)[CH2:18][C@@:17]3([F:32])[CH3:31])=[C:13]([C:33](=[O:35])[NH2:34])[CH:12]=[N:11][N:10]2[CH:36]=1, predict the reaction product. The product is: [IH:1].[Br:6][C:7]1[CH:8]=[C:9]2[C:14]([NH:15][C@H:16]3[C@:17]([F:32])([CH3:31])[CH2:18][NH:19][CH2:20]3)=[C:13]([C:33]([NH2:34])=[O:35])[CH:12]=[N:11][N:10]2[CH:36]=1. (2) Given the reactants [CH3:1][CH:2]([OH:6])[CH2:3][C:4]#[CH:5].N1C=CN=C1.[C:12]([Si:16](Cl)([CH3:18])[CH3:17])([CH3:15])([CH3:14])[CH3:13], predict the reaction product. The product is: [O:6]([CH:2]([CH3:1])[CH2:3][C:4]#[CH:5])[Si:16]([C:12]([CH3:15])([CH3:14])[CH3:13])([CH3:18])[CH3:17].